Dataset: Acute oral toxicity (LD50) regression data from Zhu et al.. Task: Regression/Classification. Given a drug SMILES string, predict its toxicity properties. Task type varies by dataset: regression for continuous values (e.g., LD50, hERG inhibition percentage) or binary classification for toxic/non-toxic outcomes (e.g., AMES mutagenicity, cardiotoxicity, hepatotoxicity). Dataset: ld50_zhu. (1) The molecule is CC1=C(C(=O)Nc2ccccc2)SCCO1. The rat oral LD50 is 2.74, given as -log10 of the dose in mol/kg body weight (higher means more acutely toxic). (2) The compound is COP(=S)(OC)SCc1nnc(C)o1. The rat oral LD50 is 3.50, given as -log10 of the dose in mol/kg body weight (higher means more acutely toxic). (3) The drug is CCOP(=O)(OCC)Oc1ccc([N+](=O)[O-])c(Cl)c1. The rat oral LD50 is 4.79, given as -log10 of the dose in mol/kg body weight (higher means more acutely toxic). (4) The molecule is CCOP(=O)(OCC)SCC1(C)SCCS1. The rat oral LD50 is 4.03, given as -log10 of the dose in mol/kg body weight (higher means more acutely toxic).